Regression/Classification. Given a drug SMILES string, predict its toxicity properties. Task type varies by dataset: regression for continuous values (e.g., LD50, hERG inhibition percentage) or binary classification for toxic/non-toxic outcomes (e.g., AMES mutagenicity, cardiotoxicity, hepatotoxicity). Dataset: ld50_zhu. From a dataset of Acute oral toxicity (LD50) regression data from Zhu et al.. (1) The compound is Cc1c(Cl)cccc1Nc1ncccc1C(=O)O. The rat oral LD50 is 2.89, given as -log10 of the dose in mol/kg body weight (higher means more acutely toxic). (2) The compound is CCC(C)=C1C(=O)N(c2ccccc2)N(c2ccccc2)C1=O. The rat oral LD50 is 2.18, given as -log10 of the dose in mol/kg body weight (higher means more acutely toxic).